This data is from Reaction yield outcomes from USPTO patents with 853,638 reactions. The task is: Predict the reaction yield, written as a fraction of the theoretical maximum amount of product (1.0 means a 100% yield; for example, 0.34 means a 34% yield). (1) The catalyst is C(OCC)(=O)C. The reactants are [CH:1]1[CH:6]=[CH:5][C:4]([C:7]2[C:12]([N:13]=[C:14]=[O:15])=[CH:11][CH:10]=[CH:9][CH:8]=2)=[CH:3][CH:2]=1.Cl.[N:17]12[CH2:24][CH2:23][CH:20]([CH2:21][CH2:22]1)[C@@H:19](O)[CH2:18]2.CN(C)C=[O:29]. The product is [N:17]12[CH2:18][CH:19]([CH2:21][CH2:22]1)[C@H:20]([O:15][C:14](=[O:29])[NH:13][C:12]1[CH:11]=[CH:10][CH:9]=[CH:8][C:7]=1[C:4]1[CH:3]=[CH:2][CH:1]=[CH:6][CH:5]=1)[CH2:23][CH2:24]2. The yield is 0.990. (2) The reactants are [CH3:1][O:2][C:3]([C:5]1[C:10]([CH:11]=[CH2:12])=[C:9]([NH2:13])[N:8]=[C:7]([C:14]2[CH:19]=[CH:18][C:17]([Cl:20])=[C:16]([O:21][CH3:22])[C:15]=2F)[N:6]=1)=[O:4].[Br:24]N1C(=O)CCC1=O.[FH:32].[FH:33].F.C(N(CC)CC)C.C(=O)(O)[O-].[Na+]. The catalyst is ClCCl.O. The product is [CH3:1][O:2][C:3]([C:5]1[C:10]([CH:11]([F:32])[CH2:12][Br:24])=[C:9]([NH2:13])[N:8]=[C:7]([C:14]2[CH:19]=[CH:18][C:17]([Cl:20])=[C:16]([O:21][CH3:22])[C:15]=2[F:33])[N:6]=1)=[O:4]. The yield is 0.446. (3) The reactants are CC1C=CN=CC=1N1CCNC1=O.[C:14]([O:18][C:19]([N:21]1[CH2:26][CH2:25][C:24]2[CH:27]=[C:28](Br)[S:29][C:23]=2[CH2:22]1)=[O:20])([CH3:17])([CH3:16])[CH3:15].N[C@@H]1CCCC[C@H]1N.P([O-])([O-])([O-])=O.[K+].[K+].[K+]. The catalyst is [Cu](I)I.O1CCOCC1. The product is [C:14]([O:18][C:19]([N:21]1[CH2:26][CH2:25][C:24]2[CH:27]=[CH:28][S:29][C:23]=2[CH2:22]1)=[O:20])([CH3:17])([CH3:15])[CH3:16]. The yield is 0.600.